Dataset: Reaction yield outcomes from USPTO patents with 853,638 reactions. Task: Predict the reaction yield, written as a fraction of the theoretical maximum amount of product (1.0 means a 100% yield; for example, 0.34 means a 34% yield). (1) The reactants are [CH:1]1([CH2:6][CH:7]([C:11]2[CH:16]=[CH:15][C:14]([S:17]([CH3:20])(=[O:19])=[O:18])=[C:13]([N+:21]([O-:23])=[O:22])[CH:12]=2)[C:8](O)=[O:9])[CH2:5][CH2:4][CH2:3][CH2:2]1.C(N(CC)CC)C.F[P-](F)(F)(F)(F)F.N1(O[P+](N(C)C)(N(C)C)N(C)C)C2C=CC=CC=2N=N1.[NH2:58][C:59]1[CH:68]=[CH:67][C:66]2[C:61](=[CH:62][CH:63]=[CH:64][CH:65]=2)[N:60]=1. The catalyst is C(Cl)Cl. The product is [CH:1]1([CH2:6][CH:7]([C:11]2[CH:16]=[CH:15][C:14]([S:17]([CH3:20])(=[O:19])=[O:18])=[C:13]([N+:21]([O-:23])=[O:22])[CH:12]=2)[C:8]([NH:58][C:59]2[CH:68]=[CH:67][C:66]3[C:61](=[CH:62][CH:63]=[CH:64][CH:65]=3)[N:60]=2)=[O:9])[CH2:2][CH2:3][CH2:4][CH2:5]1. The yield is 0.136. (2) The reactants are Br[C:2]1[CH:7]=[CH:6][C:5]([CH2:8][C:9]([O:11][CH2:12][CH3:13])=[O:10])=[CH:4][CH:3]=1.[OH:14][C:15]1[CH:20]=[CH:19][C:18](B(O)O)=[CH:17][CH:16]=1.C(=O)([O-])[O-].[K+].[K+]. The catalyst is CN(C=O)C.C1C=CC([P]([Pd]([P](C2C=CC=CC=2)(C2C=CC=CC=2)C2C=CC=CC=2)([P](C2C=CC=CC=2)(C2C=CC=CC=2)C2C=CC=CC=2)[P](C2C=CC=CC=2)(C2C=CC=CC=2)C2C=CC=CC=2)(C2C=CC=CC=2)C2C=CC=CC=2)=CC=1. The product is [CH2:12]([O:11][C:9](=[O:10])[CH2:8][C:5]1[CH:6]=[CH:7][C:2]([C:18]2[CH:19]=[CH:20][C:15]([OH:14])=[CH:16][CH:17]=2)=[CH:3][CH:4]=1)[CH3:13]. The yield is 0.656. (3) The reactants are [Br:1][C:2]1[CH:7]=[CH:6][C:5]([NH:8][C:9]2[C:10]([CH2:19][OH:20])=[CH:11][C:12]3[NH:16][CH:15]=[N:14][C:13]=3[C:17]=2[F:18])=[C:4]([Cl:21])[CH:3]=1. The catalyst is O1CCCC1.CC(C)=O.O=[Mn]=O. The product is [Br:1][C:2]1[CH:7]=[CH:6][C:5]([NH:8][C:9]2[C:10]([CH:19]=[O:20])=[CH:11][C:12]3[NH:16][CH:15]=[N:14][C:13]=3[C:17]=2[F:18])=[C:4]([Cl:21])[CH:3]=1. The yield is 0.850. (4) The reactants are [CH3:1][O:2][C:3]1[CH:11]=[C:10]([O:12][CH3:13])[CH:9]=[CH:8][C:4]=1[C:5]([OH:7])=[O:6].[Br:14]Br.S([O-])([O-])=O.[Na+].[Na+].O. The catalyst is C(O)(=O)C. The product is [Br:14][C:9]1[C:10]([O:12][CH3:13])=[CH:11][C:3]([O:2][CH3:1])=[C:4]([CH:8]=1)[C:5]([OH:7])=[O:6]. The yield is 0.960.